From a dataset of Reaction yield outcomes from USPTO patents with 853,638 reactions. Predict the reaction yield, written as a fraction of the theoretical maximum amount of product (1.0 means a 100% yield; for example, 0.34 means a 34% yield). (1) The reactants are [CH:1]([O:4][P:5]([CH2:11]Br)(=[O:10])[O:6][CH:7]([CH3:9])[CH3:8])([CH3:3])[CH3:2].[OH:13][CH2:14][C:15]([CH2:38][CH3:39])=[CH:16][CH2:17][C:18]1[C:26]([O:27][CH2:28][CH2:29][Si:30]([CH3:33])([CH3:32])[CH3:31])=[C:25]2[C:21]([CH2:22][O:23][C:24]2=[O:34])=[C:20]([CH3:35])[C:19]=1[O:36][CH3:37].CC(C)([O-])C.[Li+].[Cl-].[Li+]. The catalyst is CN(C=O)C. The product is [CH:1]([O:4][P:5]([CH2:11][O:13][CH2:14][C:15]([CH2:38][CH3:39])=[CH:16][CH2:17][C:18]1[C:26]([O:27][CH2:28][CH2:29][Si:30]([CH3:32])([CH3:33])[CH3:31])=[C:25]2[C:21](=[C:20]([CH3:35])[C:19]=1[O:36][CH3:37])[CH2:22][O:23][C:24]2=[O:34])(=[O:10])[O:6][CH:7]([CH3:9])[CH3:8])([CH3:3])[CH3:2]. The yield is 0.350. (2) The reactants are [Br:1][C:2]1[CH:9]=[CH:8][CH:7]=[C:6](F)[C:3]=1[CH:4]=O.Cl.[F:12][C:13]1[CH:18]=[CH:17][CH:16]=[CH:15][C:14]=1[NH:19][NH2:20].C(=O)([O-])[O-].[Cs+].[Cs+].O. The catalyst is CN1CCCC1=O. The product is [Br:1][C:2]1[CH:9]=[CH:8][CH:7]=[C:6]2[C:3]=1[CH:4]=[N:20][N:19]2[C:14]1[CH:15]=[CH:16][CH:17]=[CH:18][C:13]=1[F:12]. The yield is 0.910. (3) The reactants are Br[C:2]1[C:14]2[C:13]3[C:8](=[CH:9][C:10]([C:15]([OH:18])([CH3:17])[CH3:16])=[CH:11][CH:12]=3)[NH:7][C:6]=2[C:5]([C:19]([NH2:21])=[O:20])=[CH:4][C:3]=1[Cl:22].[Cl:23][C:24]1[C:29](B2OC(C)(C)C(C)(C)O2)=[CH:28][CH:27]=[CH:26][C:25]=1[N:39]1[C:48](=[O:49])[C:47]2[C:42](=[C:43]([F:50])[CH:44]=[CH:45][CH:46]=2)[N:41]([CH3:51])[C:40]1=[O:52].CCO.C([O-])([O-])=O.[Na+].[Na+]. The catalyst is C1C=CC([P]([Pd]([P](C2C=CC=CC=2)(C2C=CC=CC=2)C2C=CC=CC=2)([P](C2C=CC=CC=2)(C2C=CC=CC=2)C2C=CC=CC=2)[P](C2C=CC=CC=2)(C2C=CC=CC=2)C2C=CC=CC=2)(C2C=CC=CC=2)C2C=CC=CC=2)=CC=1.C1(C)C=CC=CC=1. The product is [Cl:22][C:3]1[CH:4]=[C:5]([C:19]([NH2:21])=[O:20])[C:6]2[NH:7][C:8]3[C:13]([C:14]=2[C:2]=1[C:29]1[CH:28]=[CH:27][CH:26]=[C:25]([N:39]2[C:48](=[O:49])[C:47]4[C:42](=[C:43]([F:50])[CH:44]=[CH:45][CH:46]=4)[N:41]([CH3:51])[C:40]2=[O:52])[C:24]=1[Cl:23])=[CH:12][CH:11]=[C:10]([C:15]([OH:18])([CH3:17])[CH3:16])[CH:9]=3. The yield is 0.110. (4) The reactants are [CH2:1]([O:3][C:4](=[O:14])[CH:5]([O:9][CH2:10][C:11]([CH3:13])=[CH2:12])[CH2:6]C=C)[CH3:2]. The catalyst is C(Cl)Cl. The product is [CH2:1]([O:3][C:4]([CH:5]1[CH2:6][CH:13]=[C:11]([CH3:12])[CH2:10][O:9]1)=[O:14])[CH3:2]. The yield is 0.920. (5) The reactants are [Br:1][C:2]1[C:7]([NH:8][S:9]([C:12]2[CH:17]=[CH:16][C:15]([Cl:18])=[C:14]([C:19]([F:22])([F:21])[F:20])[CH:13]=2)(=[O:11])=[O:10])=[CH:6][C:5]([CH3:23])=[CH:4][N:3]=1.[CH3:24][O:25][CH2:26]Cl.C([O-])([O-])=O.[K+].[K+]. The catalyst is C1COCC1. The product is [Br:1][C:2]1[C:7]([N:8]([CH2:24][O:25][CH3:26])[S:9]([C:12]2[CH:17]=[CH:16][C:15]([Cl:18])=[C:14]([C:19]([F:22])([F:21])[F:20])[CH:13]=2)(=[O:10])=[O:11])=[CH:6][C:5]([CH3:23])=[CH:4][N:3]=1. The yield is 0.840. (6) The reactants are COC1C=CC(C[N:8](CC2C=CC(OC)=CC=2)[C:9]2[N:14]=[C:13]([CH3:15])[N:12]=[C:11]([C:16]3[C:17]([NH:22][C:23]4[CH:24]=[CH:25][C:26]([NH:29][C:30]([NH:32][CH:33]([CH3:35])[CH3:34])=[O:31])=[N:27][CH:28]=4)=[N:18][CH:19]=[CH:20][CH:21]=3)[N:10]=2)=CC=1.FC(F)(F)S(O)(=O)=O. The catalyst is C(O)(C(F)(F)F)=O. The product is [NH2:8][C:9]1[N:14]=[C:13]([CH3:15])[N:12]=[C:11]([C:16]2[C:17]([NH:22][C:23]3[CH:24]=[CH:25][C:26]([NH:29][C:30]([NH:32][CH:33]([CH3:35])[CH3:34])=[O:31])=[N:27][CH:28]=3)=[N:18][CH:19]=[CH:20][CH:21]=2)[N:10]=1. The yield is 0.490. (7) The reactants are FC(F)(F)C(O)=O.[NH2:8][CH2:9][CH2:10][C:11]1[C:12]([C:16]2[N:20]([C:21]3[CH:26]=[CH:25][C:24]([F:27])=[C:23]([Cl:28])[CH:22]=3)C(=O)[O:18][N:17]=2)=[N:13][O:14][N:15]=1.[CH3:30][S:31](Cl)(=[O:33])=[O:32]. The catalyst is C(Cl)Cl. The product is [Cl:28][C:23]1[CH:22]=[C:21]([NH:20][C:16]([C:12]2[C:11]([CH2:10][CH2:9][NH:8][S:31]([CH3:30])(=[O:33])=[O:32])=[N:15][O:14][N:13]=2)=[N:17][OH:18])[CH:26]=[CH:25][C:24]=1[F:27]. The yield is 0.783.